Dataset: Reaction yield outcomes from USPTO patents with 853,638 reactions. Task: Predict the reaction yield, written as a fraction of the theoretical maximum amount of product (1.0 means a 100% yield; for example, 0.34 means a 34% yield). (1) The reactants are [CH3:1][CH:2]([NH:4][C:5]1[N:13]=[C:12]2[C:8]([N:9]=[C:10]([NH:21][C:22]3[C:27]([F:28])=[CH:26][C:25]([F:29])=[CH:24][C:23]=3[F:30])[N:11]2[C@@H:14]([CH3:20])[CH2:15][CH2:16][C:17]([NH2:19])=[O:18])=[CH:7][N:6]=1)[CH3:3].CC(NC1N=C2C(N=C(NC3C(F)=CC(F)=CC=3F)N2[C@H](C)CCC(OC)=O)=CN=1)C. No catalyst specified. The product is [CH3:3][CH:2]([NH:4][C:5]1[N:13]=[C:12]2[C:8]([N:9]=[C:10]([NH:21][C:22]3[C:23]([F:30])=[CH:24][C:25]([F:29])=[CH:26][C:27]=3[F:28])[N:11]2[C@H:14]([CH3:20])[CH2:15][CH2:16][C:17]([NH2:19])=[O:18])=[CH:7][N:6]=1)[CH3:1]. The yield is 0.570. (2) The reactants are Cl[C:2]1[N:7]=[C:6]([N:8]([CH3:15])[CH:9]2[CH2:14][CH2:13][O:12][CH2:11][CH2:10]2)[CH:5]=[C:4]([Cl:16])[N:3]=1.C([O-])([O-])=O.[Na+].[Na+].[C:23]([O:27][C:28](=[O:58])[N:29]([CH2:31][CH:32]([O:50][Si:51]([C:54]([CH3:57])([CH3:56])[CH3:55])([CH3:53])[CH3:52])[CH2:33][O:34][C:35]1[CH:40]=[CH:39][CH:38]=[C:37](B2OC(C)(C)C(C)(C)O2)[CH:36]=1)[CH3:30])([CH3:26])([CH3:25])[CH3:24]. The catalyst is O1CCOCC1.O.C1C=CC([P]([Pd]([P](C2C=CC=CC=2)(C2C=CC=CC=2)C2C=CC=CC=2)([P](C2C=CC=CC=2)(C2C=CC=CC=2)C2C=CC=CC=2)[P](C2C=CC=CC=2)(C2C=CC=CC=2)C2C=CC=CC=2)(C2C=CC=CC=2)C2C=CC=CC=2)=CC=1. The product is [C:23]([O:27][C:28](=[O:58])[N:29]([CH2:31][CH:32]([O:50][Si:51]([C:54]([CH3:57])([CH3:56])[CH3:55])([CH3:52])[CH3:53])[CH2:33][O:34][C:35]1[CH:36]=[CH:37][CH:38]=[C:39]([C:2]2[N:3]=[C:4]([Cl:16])[CH:5]=[C:6]([N:8]([CH3:15])[CH:9]3[CH2:14][CH2:13][O:12][CH2:11][CH2:10]3)[N:7]=2)[CH:40]=1)[CH3:30])([CH3:24])([CH3:26])[CH3:25]. The yield is 0.400.